Regression. Given two drug SMILES strings and cell line genomic features, predict the synergy score measuring deviation from expected non-interaction effect. From a dataset of NCI-60 drug combinations with 297,098 pairs across 59 cell lines. (1) Drug 1: CC(C)CN1C=NC2=C1C3=CC=CC=C3N=C2N. Drug 2: C(CCl)NC(=O)N(CCCl)N=O. Cell line: HOP-62. Synergy scores: CSS=4.87, Synergy_ZIP=-0.735, Synergy_Bliss=-0.503, Synergy_Loewe=-2.30, Synergy_HSA=-4.62. (2) Drug 1: C1=NC2=C(N=C(N=C2N1C3C(C(C(O3)CO)O)O)F)N. Drug 2: C1=NC(=NC(=O)N1C2C(C(C(O2)CO)O)O)N. Cell line: SR. Synergy scores: CSS=26.7, Synergy_ZIP=-15.0, Synergy_Bliss=-38.8, Synergy_Loewe=-49.9, Synergy_HSA=-38.1.